This data is from Full USPTO retrosynthesis dataset with 1.9M reactions from patents (1976-2016). The task is: Predict the reactants needed to synthesize the given product. (1) Given the product [CH2:30]([N:22]1[CH2:21][CH:20]([C:11]2[CH:12]=[C:13]([C:16]([F:17])([F:18])[F:19])[CH:14]=[CH:15][C:10]=2[C:8]2[CH:9]=[C:4]([CH:1]([CH3:3])[CH3:2])[CH:5]=[CH:6][C:7]=2[O:26][CH3:27])[O:24][C:23]1=[O:25])[C:31]1[CH:36]=[CH:35][CH:34]=[CH:33][CH:32]=1, predict the reactants needed to synthesize it. The reactants are: [CH:1]([C:4]1[CH:5]=[CH:6][C:7]([O:26][CH3:27])=[C:8]([C:10]2[CH:15]=[CH:14][C:13]([C:16]([F:19])([F:18])[F:17])=[CH:12][C:11]=2[CH:20]2[O:24][C:23](=[O:25])[NH:22][CH2:21]2)[CH:9]=1)([CH3:3])[CH3:2].[H-].[Na+].[CH2:30](Br)[C:31]1[CH:36]=[CH:35][CH:34]=[CH:33][CH:32]=1. (2) Given the product [C:14]([O:13][C:11]([N:1]1[C:2]2[N:3]=[CH:4][CH:5]=[CH:6][C:7]=2[C:8](=[CH2:9])[O:10][C:34]1=[O:33])=[O:12])([CH3:17])([CH3:16])[CH3:15], predict the reactants needed to synthesize it. The reactants are: [NH2:1][C:2]1[C:7]([C:8](=[O:10])[CH3:9])=[CH:6][CH:5]=[CH:4][N:3]=1.[C:11](O[C:11]([O:13][C:14]([CH3:17])([CH3:16])[CH3:15])=[O:12])([O:13][C:14]([CH3:17])([CH3:16])[CH3:15])=[O:12].C(N(CC)CC)C.[O:33]1CCC[CH2:34]1. (3) The reactants are: [OH-].[Na+].[Cl:3][C:4]1[CH:5]=[C:6]([CH2:25][C:26]([O:28]C)=[O:27])[CH:7]=[CH:8][C:9]=1[NH:10][C:11]([C:13]1[C:21]2[C:16](=[CH:17][CH:18]=[CH:19][CH:20]=2)[N:15]([CH:22]([CH3:24])[CH3:23])[CH:14]=1)=[O:12]. Given the product [Cl:3][C:4]1[CH:5]=[C:6]([CH2:25][C:26]([OH:28])=[O:27])[CH:7]=[CH:8][C:9]=1[NH:10][C:11]([C:13]1[C:21]2[C:16](=[CH:17][CH:18]=[CH:19][CH:20]=2)[N:15]([CH:22]([CH3:23])[CH3:24])[CH:14]=1)=[O:12], predict the reactants needed to synthesize it. (4) Given the product [O:1]1[C:2]2[CH:9]=[CH:8][CH:7]=[CH:6][C:3]=2[CH:4]=[C:5]1[S:15]([NH2:20])(=[O:17])=[O:16], predict the reactants needed to synthesize it. The reactants are: [O:1]1[CH:5]=[CH:4][C:3]2[CH:6]=[CH:7][CH:8]=[CH:9][C:2]1=2.[Li]CCCC.[S:15](Cl)(Cl)(=[O:17])=[O:16].[NH4+:20].[OH-].Cl.